Dataset: Catalyst prediction with 721,799 reactions and 888 catalyst types from USPTO. Task: Predict which catalyst facilitates the given reaction. Reactant: [F:1][C:2]1[CH:3]=[CH:4][C:5]([O:12][CH2:13][C:14]#[C:15][C:16]2[CH:21]=[CH:20][C:19]([C:22]([F:25])([F:24])[F:23])=[CH:18][CH:17]=2)=[C:6]([CH:11]=1)[C:7]([O:9]C)=[O:8].[OH-].[Li+]. Product: [F:1][C:2]1[CH:3]=[CH:4][C:5]([O:12][CH2:13][C:14]#[C:15][C:16]2[CH:17]=[CH:18][C:19]([C:22]([F:23])([F:24])[F:25])=[CH:20][CH:21]=2)=[C:6]([CH:11]=1)[C:7]([OH:9])=[O:8]. The catalyst class is: 24.